This data is from Forward reaction prediction with 1.9M reactions from USPTO patents (1976-2016). The task is: Predict the product of the given reaction. Given the reactants Br[C:2]1[CH:7]=[CH:6][C:5]([S:8][CH2:9][C:10]2[CH:15]=[CH:14][CH:13]=[CH:12][N:11]=2)=[CH:4][CH:3]=1.CC([O-])=O.[K+].[B:21]1([B:21]2[O:25][C:24]([CH3:27])([CH3:26])[C:23]([CH3:29])([CH3:28])[O:22]2)[O:25][C:24]([CH3:27])([CH3:26])[C:23]([CH3:29])([CH3:28])[O:22]1, predict the reaction product. The product is: [CH3:28][C:23]1([CH3:29])[C:24]([CH3:27])([CH3:26])[O:25][B:21]([C:2]2[CH:7]=[CH:6][C:5]([S:8][CH2:9][C:10]3[CH:15]=[CH:14][CH:13]=[CH:12][N:11]=3)=[CH:4][CH:3]=2)[O:22]1.